This data is from Full USPTO retrosynthesis dataset with 1.9M reactions from patents (1976-2016). The task is: Predict the reactants needed to synthesize the given product. (1) The reactants are: CN(C(ON1N=N[C:11]2[CH:12]=[CH:13][CH:14]=N[C:10]1=2)=[N+](C)C)C.F[P-](F)(F)(F)(F)F.[C:25]([O:29][C:30]([N:32]1[CH2:38][CH2:37][CH2:36][NH:35][CH2:34][CH2:33]1)=[O:31])([CH3:28])([CH3:27])[CH3:26].CCN(C(C)C)C(C)C.C(O)(=O)C[C:50](CC(O)=O)(C(O)=O)[OH:51]. Given the product [C:25]([O:29][C:30]([N:32]1[CH2:38][CH2:37][CH2:36][N:35]([C:50]([C:11]2([CH3:10])[CH2:12][CH2:13][CH2:14]2)=[O:51])[CH2:34][CH2:33]1)=[O:31])([CH3:28])([CH3:26])[CH3:27], predict the reactants needed to synthesize it. (2) Given the product [N:1]1([C:6]2[CH:25]=[CH:24][C:9]([CH2:10][C:11]3[C:12]([N:28]([CH2:29][CH3:30])[CH2:26][CH3:27])=[N:13][C:14]4[C:19]([C:20]=3[Cl:21])=[CH:18][C:17]([Br:22])=[CH:16][CH:15]=4)=[CH:8][CH:7]=2)[CH:5]=[CH:4][CH:3]=[N:2]1, predict the reactants needed to synthesize it. The reactants are: [N:1]1([C:6]2[CH:25]=[CH:24][C:9]([CH2:10][C:11]3[C:12](Cl)=[N:13][C:14]4[C:19]([C:20]=3[Cl:21])=[CH:18][C:17]([Br:22])=[CH:16][CH:15]=4)=[CH:8][CH:7]=2)[CH:5]=[CH:4][CH:3]=[N:2]1.[CH2:26]([NH:28][CH2:29][CH3:30])[CH3:27]. (3) Given the product [Br:3][C:4]1[CH:5]=[CH:6][C:7](=[O:10])[N:8]([CH2:12][CH2:13][CH3:14])[CH:9]=1, predict the reactants needed to synthesize it. The reactants are: [H-].[Na+].[Br:3][C:4]1[CH:5]=[CH:6][C:7](=[O:10])[NH:8][CH:9]=1.I[CH2:12][CH2:13][CH3:14].O. (4) Given the product [CH:1]1([C:4]2[N:8]=[C:7]([C:9]3[C:10]4[CH2:20][CH2:19][C:18]([F:21])([F:22])[CH2:17][C:11]=4[S:12][C:13]=3[NH:14][C:15]([N:23]3[CH2:30][CH2:29][CH2:28][C@@H:24]3[C:25]([OH:27])=[O:26])=[O:16])[O:6][N:5]=2)[CH2:2][CH2:3]1, predict the reactants needed to synthesize it. The reactants are: [CH:1]1([C:4]2[N:8]=[C:7]([C:9]3[C:10]4[CH2:20][CH2:19][C:18]([F:22])([F:21])[CH2:17][C:11]=4[S:12][C:13]=3[N:14]=[C:15]=[O:16])[O:6][N:5]=2)[CH2:3][CH2:2]1.[NH:23]1[CH2:30][CH2:29][CH2:28][C@@H:24]1[C:25]([OH:27])=[O:26]. (5) Given the product [C:28]1([S:25]([N:17]2[C:16]3[CH:34]=[N:35][C:46]([C:47]#[N:48])=[C:13]([OH:12])[C:15]=3[C:23]3[CH:22]=[C:21]([Br:24])[CH:20]=[N:19][C:18]2=3)(=[O:27])=[O:26])[CH:29]=[CH:30][CH:31]=[CH:32][CH:33]=1, predict the reactants needed to synthesize it. The reactants are: C[Si]([N-][Si](C)(C)C)(C)C.[Li+].C[O:12][C:13]([C:15]1[C:23]2[C:18](=[N:19][CH:20]=[C:21]([Br:24])[CH:22]=2)[N:17]([S:25]([C:28]2[CH:33]=[CH:32][CH:31]=[CH:30][CH:29]=2)(=[O:27])=[O:26])[C:16]=1[CH2:34][N:35]([CH2:46][C:47]#[N:48])S(C1C=CC(C)=CC=1)(=O)=O)=O. (6) Given the product [Cl:1][C:2]1[C:7]([C:8]2[CH:9]=[C:10]3[C:14](=[CH:15][C:16]=2[CH3:18])[NH:13][N:12]=[CH:11]3)=[CH:6][CH:5]=[CH:4][N:3]=1, predict the reactants needed to synthesize it. The reactants are: [Cl:1][C:2]1[C:7]([C:8]2[CH:9]=[C:10]3[C:14](=[CH:15][CH:16]=2)[NH:13][N:12]=[CH:11]3)=[CH:6][CH:5]=[CH:4][N:3]=1.Br[C:18]1C=C2C(=CC=1C)N(C(OC(C)(C)C)=O)N=C2.ClC1C(B2OC(C)(C)C(C)(C)O2)=CC=CN=1.C([O-])([O-])=O.[Na+].[Na+]. (7) Given the product [CH3:47][N:48]1[C:52]([CH2:53][NH:54][C:44]([C:27]2[N:28]=[C:29]3[C:34]([C:35]([F:37])([F:38])[F:36])=[CH:33][C:32]([C:39]4[O:40][CH:41]=[CH:42][CH:43]=4)=[CH:31][N:30]3[C:26]=2[Cl:25])=[O:45])=[CH:51][N:50]=[CH:49]1, predict the reactants needed to synthesize it. The reactants are: CN(C(ON1N=NC2C=CC=NC1=2)=[N+](C)C)C.F[P-](F)(F)(F)(F)F.[Cl:25][C:26]1[N:30]2[CH:31]=[C:32]([C:39]3[O:40][CH:41]=[CH:42][CH:43]=3)[CH:33]=[C:34]([C:35]([F:38])([F:37])[F:36])[C:29]2=[N:28][C:27]=1[C:44](O)=[O:45].[CH3:47][N:48]1[C:52]([CH2:53][NH2:54])=[CH:51][N:50]=[CH:49]1. (8) Given the product [Cl:1][C:2]1[N:3]=[C:4]([CH3:24])[N:5]([C:17]2[CH:22]=[CH:21][C:20]([CH3:23])=[CH:19][CH:18]=2)[C:6]=1[C:7]1[C:12]([F:13])=[CH:11][C:10]([OH:14])=[CH:9][C:8]=1[F:16], predict the reactants needed to synthesize it. The reactants are: [Cl:1][C:2]1[N:3]=[C:4]([CH3:24])[N:5]([C:17]2[CH:22]=[CH:21][C:20]([CH3:23])=[CH:19][CH:18]=2)[C:6]=1[C:7]1[C:12]([F:13])=[CH:11][C:10]([O:14]C)=[CH:9][C:8]=1[F:16].BrB(Br)Br.Cl.C(=O)([O-])[O-].[Na+].[Na+]. (9) The reactants are: C(OC(=O)C)(=O)C.[CH3:8][C:9]1[CH:17]=[CH:16][CH:15]=[CH:14][C:10]=1[C:11]([OH:13])=[O:12].[I:18]I. Given the product [I:18][C:15]1[CH:16]=[CH:17][C:9]([CH3:8])=[C:10]([CH:14]=1)[C:11]([OH:13])=[O:12], predict the reactants needed to synthesize it. (10) The reactants are: [F:1][CH:2]([F:39])[C:3]1[CH:8]=[CH:7][N:6]=[C:5]([NH:9][C:10]2[N:15]=[C:14]([C:16]3[CH:17]=[N:18][C:19]([C@@:22]([C@H:25]4[CH2:30][CH2:29][C@H:28]([C:31]([O:33][CH2:34][CH2:35][S:36][CH3:37])=[O:32])[CH2:27][CH2:26]4)([OH:24])[CH3:23])=[CH:20][CH:21]=3)[CH:13]=[C:12]([CH3:38])[CH:11]=2)[CH:4]=1.C1C=C(Cl)C=C(C(OO)=[O:48])C=1. Given the product [F:39][CH:2]([F:1])[C:3]1[CH:8]=[CH:7][N:6]=[C:5]([NH:9][C:10]2[N:15]=[C:14]([C:16]3[CH:17]=[N:18][C:19]([C@@:22]([C@H:25]4[CH2:26][CH2:27][C@H:28]([C:31]([O:33][CH2:34][CH2:35][S@@:36]([CH3:37])=[O:48])=[O:32])[CH2:29][CH2:30]4)([OH:24])[CH3:23])=[CH:20][CH:21]=3)[CH:13]=[C:12]([CH3:38])[CH:11]=2)[CH:4]=1.[F:39][CH:2]([F:1])[C:3]1[CH:8]=[CH:7][N:6]=[C:5]([NH:9][C:10]2[N:15]=[C:14]([C:16]3[CH:17]=[N:18][C:19]([C@@:22]([C@H:25]4[CH2:26][CH2:27][C@H:28]([C:31]([O:33][CH2:34][CH2:35][S@:36]([CH3:37])=[O:48])=[O:32])[CH2:29][CH2:30]4)([OH:24])[CH3:23])=[CH:20][CH:21]=3)[CH:13]=[C:12]([CH3:38])[CH:11]=2)[CH:4]=1, predict the reactants needed to synthesize it.